This data is from Reaction yield outcomes from USPTO patents with 853,638 reactions. The task is: Predict the reaction yield, written as a fraction of the theoretical maximum amount of product (1.0 means a 100% yield; for example, 0.34 means a 34% yield). The reactants are [CH3:1][S:2][C:3]1[C:13]2[O:12][C:11]3[CH:14]=[CH:15][CH:16]=[CH:17][C:10]=3[N:9]=[C:8]([C:18]3[CH:27]=[CH:26][C:21]([C:22]([O:24][CH3:25])=[O:23])=[CH:20][CH:19]=3)[C:7]=2[CH:6]=[CH:5][CH:4]=1.I(O)(=O)(=O)=[O:29]. The catalyst is C(#N)C.[Fe](Cl)(Cl)Cl. The product is [CH3:1][S:2]([C:3]1[C:13]2[O:12][C:11]3[CH:14]=[CH:15][CH:16]=[CH:17][C:10]=3[N:9]=[C:8]([C:18]3[CH:19]=[CH:20][C:21]([C:22]([O:24][CH3:25])=[O:23])=[CH:26][CH:27]=3)[C:7]=2[CH:6]=[CH:5][CH:4]=1)=[O:29]. The yield is 0.570.